Dataset: Forward reaction prediction with 1.9M reactions from USPTO patents (1976-2016). Task: Predict the product of the given reaction. (1) Given the reactants [CH2:1]([C:3]1[C:7]([N+:8]([O-:10])=[O:9])=[C:6]([C:11]([NH2:13])=[O:12])[NH:5][N:4]=1)[CH3:2].C(=O)([O-])[O-].[Cs+].[Cs+].[CH:20]1([CH2:23]Br)[CH2:22][CH2:21]1, predict the reaction product. The product is: [CH:20]1([CH2:23][N:5]2[C:6]([C:11]([NH2:13])=[O:12])=[C:7]([N+:8]([O-:10])=[O:9])[C:3]([CH2:1][CH3:2])=[N:4]2)[CH2:22][CH2:21]1. (2) Given the reactants [CH3:1][O:2][C:3](=[O:15])[C:4]1[CH:9]=[C:8]([N+:10]([O-])=O)[CH:7]=[CH:6][C:5]=1[O:13][CH3:14].CO.[H][H], predict the reaction product. The product is: [CH3:1][O:2][C:3](=[O:15])[C:4]1[CH:9]=[C:8]([NH2:10])[CH:7]=[CH:6][C:5]=1[O:13][CH3:14]. (3) Given the reactants [Cl:1][C:2]1[N:7]=[C:6]([C:8](OC)=[O:9])[CH:5]=[C:4]([O:12][CH2:13][CH2:14][O:15][CH3:16])[N:3]=1.C(Cl)Cl.CC(C[AlH]CC(C)C)C, predict the reaction product. The product is: [Cl:1][C:2]1[N:7]=[C:6]([CH:8]=[O:9])[CH:5]=[C:4]([O:12][CH2:13][CH2:14][O:15][CH3:16])[N:3]=1. (4) Given the reactants C[N:2](C)[CH:3]=[C:4]([C:15]1[CH:20]=[CH:19][N:18]=[CH:17][CH:16]=1)[C:5]([C:7]1[CH:12]=[CH:11][C:10]([F:13])=[C:9]([F:14])[CH:8]=1)=O.C[N:23](C)C=C(C1C=CN=CC=1)C(C1C=CC(F)=CC=1)=O, predict the reaction product. The product is: [F:14][C:9]1[CH:8]=[C:7]([C:5]2[C:4]([C:15]3[CH:20]=[CH:19][N:18]=[CH:17][CH:16]=3)=[CH:3][NH:2][N:23]=2)[CH:12]=[CH:11][C:10]=1[F:13]. (5) Given the reactants [Cl:1][C:2]1[C:3]([N:24]2[CH2:29][CH2:28][CH2:27][C@H:26]([NH:30]C(=O)OC(C)(C)C)[CH2:25]2)=[N:4][C:5]([N:8]2[C:16]3[CH:15]=[C:14]([C:17]4[CH:22]=[N:21][CH:20]=[C:19]([CH3:23])[N:18]=4)[N:13]=[CH:12][C:11]=3[CH:10]=[N:9]2)=[CH:6][N:7]=1.FC(F)(F)C(O)=O, predict the reaction product. The product is: [Cl:1][C:2]1[C:3]([N:24]2[CH2:29][CH2:28][CH2:27][C@H:26]([NH2:30])[CH2:25]2)=[N:4][C:5]([N:8]2[C:16]3[CH:15]=[C:14]([C:17]4[CH:22]=[N:21][CH:20]=[C:19]([CH3:23])[N:18]=4)[N:13]=[CH:12][C:11]=3[CH:10]=[N:9]2)=[CH:6][N:7]=1. (6) Given the reactants CCN=C=NCCCN(C)C.Cl.C1C=CC2N(O)N=NC=2C=1.[C:23]([O:27][C:28]([N:30]1[CH2:34][CH2:33][C@H:32]([C:35]([OH:37])=O)[CH2:31]1)=[O:29])([CH3:26])([CH3:25])[CH3:24].[CH3:38][CH:39]([N:41]1[CH2:46][CH2:45][NH:44][CH2:43][CH2:42]1)[CH3:40], predict the reaction product. The product is: [CH3:38][CH:39]([N:41]1[CH2:46][CH2:45][N:44]([C:35]([C@H:32]2[CH2:33][CH2:34][N:30]([C:28]([O:27][C:23]([CH3:24])([CH3:25])[CH3:26])=[O:29])[CH2:31]2)=[O:37])[CH2:43][CH2:42]1)[CH3:40]. (7) Given the reactants Cl[C:2]1[CH:7]=[CH:6][N:5]2[N:8]=[CH:9][C:10]([C:11]([O:13][CH2:14][CH3:15])=[O:12])=[C:4]2[N:3]=1.[F:16][C:17]1[CH:22]=[CH:21][C:20]([F:23])=[CH:19][C:18]=1[C@H:24]1[CH2:28][CH2:27][CH2:26][NH:25]1.C(N(C(C)C)CC)(C)C.C(O)CCC, predict the reaction product. The product is: [F:16][C:17]1[CH:22]=[CH:21][C:20]([F:23])=[CH:19][C:18]=1[C@H:24]1[CH2:28][CH2:27][CH2:26][N:25]1[C:2]1[CH:7]=[CH:6][N:5]2[N:8]=[CH:9][C:10]([C:11]([O:13][CH2:14][CH3:15])=[O:12])=[C:4]2[N:3]=1. (8) Given the reactants [NH2:1][C@:2]12[CH2:28][CH2:27][C@@H:26]([C:29]([CH3:31])=[CH2:30])[C@@H:3]1[C@@H:4]1[C@@:17]([CH3:20])([CH2:18][CH2:19]2)[C@@:16]2([CH3:21])[C@@H:7]([C@:8]3([CH3:25])[C@@H:13]([CH2:14][CH2:15]2)[C:12]([CH3:23])([CH3:22])[C:11](=[O:24])[CH2:10][CH2:9]3)[CH2:6][CH2:5]1.[OH-].[Na+].[C:34](O[C:34]([O:36][C:37]([CH3:40])([CH3:39])[CH3:38])=[O:35])([O:36][C:37]([CH3:40])([CH3:39])[CH3:38])=[O:35].CO, predict the reaction product. The product is: [C:37]([O:36][C:34](=[O:35])[NH:1][C@:2]12[CH2:28][CH2:27][C@@H:26]([C:29]([CH3:31])=[CH2:30])[C@@H:3]1[C@@H:4]1[C@@:17]([CH3:20])([CH2:18][CH2:19]2)[C@@:16]2([CH3:21])[C@@H:7]([C@:8]3([CH3:25])[C@@H:13]([CH2:14][CH2:15]2)[C:12]([CH3:22])([CH3:23])[C:11](=[O:24])[CH2:10][CH2:9]3)[CH2:6][CH2:5]1)([CH3:40])([CH3:39])[CH3:38]. (9) Given the reactants [N:1]1[C:6]2[NH:7][CH:8]=[CH:9][C:5]=2[C:4]([N:10]2[CH2:17][CH2:16][N:15]([S:18]([NH:21][C:22](=[O:28])[O:23][C:24]([CH3:27])([CH3:26])[CH3:25])(=[O:20])=[O:19])[C:12]3([CH2:14][CH2:13]3)[CH2:11]2)=[N:3][CH:2]=1.[CH3:29][S:30]([CH2:33][CH2:34][CH2:35]O)(=[O:32])=[O:31].C1(P(C2C=CC=CC=2)C2C=CC=CC=2)C=CC=CC=1.C(OC(/N=N\C(=O)OC(C)C)=O)(C)C, predict the reaction product. The product is: [CH3:29][S:30]([CH2:33][CH2:34][CH2:35][N:21]([S:18]([N:15]1[C:12]2([CH2:14][CH2:13]2)[CH2:11][N:10]([C:4]2[C:5]3[CH:9]=[CH:8][NH:7][C:6]=3[N:1]=[CH:2][N:3]=2)[CH2:17][CH2:16]1)(=[O:19])=[O:20])[C:22](=[O:28])[O:23][C:24]([CH3:25])([CH3:27])[CH3:26])(=[O:32])=[O:31].